Dataset: NCI-60 drug combinations with 297,098 pairs across 59 cell lines. Task: Regression. Given two drug SMILES strings and cell line genomic features, predict the synergy score measuring deviation from expected non-interaction effect. (1) Drug 1: C1=CC(=CC=C1CC(C(=O)O)N)N(CCCl)CCCl.Cl. Drug 2: CC(C)(C#N)C1=CC(=CC(=C1)CN2C=NC=N2)C(C)(C)C#N. Cell line: TK-10. Synergy scores: CSS=-0.00750, Synergy_ZIP=-1.66, Synergy_Bliss=-6.02, Synergy_Loewe=-9.21, Synergy_HSA=-8.82. (2) Drug 1: CN1CCC(CC1)COC2=C(C=C3C(=C2)N=CN=C3NC4=C(C=C(C=C4)Br)F)OC. Drug 2: CC1CCC2CC(C(=CC=CC=CC(CC(C(=O)C(C(C(=CC(C(=O)CC(OC(=O)C3CCCCN3C(=O)C(=O)C1(O2)O)C(C)CC4CCC(C(C4)OC)O)C)C)O)OC)C)C)C)OC. Cell line: BT-549. Synergy scores: CSS=37.2, Synergy_ZIP=9.72, Synergy_Bliss=10.9, Synergy_Loewe=-2.99, Synergy_HSA=9.40. (3) Drug 1: CC1OCC2C(O1)C(C(C(O2)OC3C4COC(=O)C4C(C5=CC6=C(C=C35)OCO6)C7=CC(=C(C(=C7)OC)O)OC)O)O. Drug 2: CC1C(C(CC(O1)OC2CC(CC3=C2C(=C4C(=C3O)C(=O)C5=C(C4=O)C(=CC=C5)OC)O)(C(=O)CO)O)N)O.Cl. Cell line: NCI-H460. Synergy scores: CSS=55.1, Synergy_ZIP=-6.78, Synergy_Bliss=-8.83, Synergy_Loewe=-1.72, Synergy_HSA=-0.292.